Dataset: Forward reaction prediction with 1.9M reactions from USPTO patents (1976-2016). Task: Predict the product of the given reaction. (1) Given the reactants CS(O[C@@H:6]1[CH2:10][C@H:9]([C:11]2[N:15]3[C:16]4[CH:22]=[CH:21][N:20]([S:23]([C:26]5[CH:32]=[CH:31][C:29]([CH3:30])=[CH:28][CH:27]=5)(=[O:25])=[O:24])[C:17]=4[N:18]=[CH:19][C:14]3=[N:13][CH:12]=2)[C@H:8]([CH3:33])[CH2:7]1)(=O)=O.[NH:34]1[CH2:39][CH2:38][CH:37]([C:40]#[N:41])[CH2:36][CH2:35]1.CCN(C(C)C)C(C)C, predict the reaction product. The product is: [CH3:33][C@H:8]1[C@@H:9]([C:11]2[N:15]3[C:16]4[CH:22]=[CH:21][N:20]([S:23]([C:26]5[CH:32]=[CH:31][C:29]([CH3:30])=[CH:28][CH:27]=5)(=[O:25])=[O:24])[C:17]=4[N:18]=[CH:19][C:14]3=[N:13][CH:12]=2)[CH2:10][C@H:6]([N:34]2[CH2:39][CH2:38][CH:37]([C:40]#[N:41])[CH2:36][CH2:35]2)[CH2:7]1. (2) Given the reactants Br[C:2]1[N:7]=[CH:6][C:5]([C:8]#[N:9])=[CH:4][CH:3]=1.ClCCl.[CH2:13](N(CC)CC)[CH3:14].C(OCC)(=O)C, predict the reaction product. The product is: [CH:13]([C:2]1[N:7]=[CH:6][C:5]([C:8]#[N:9])=[CH:4][CH:3]=1)=[CH2:14]. (3) Given the reactants Cl[CH2:2][C:3]([O:5][C:6]([CH3:18])([CH2:8][CH2:9][C:10]([O:13][C:14](=[O:17])[CH2:15]Cl)([CH3:12])[CH3:11])[CH3:7])=[O:4].[CH2:19]([CH2:21][NH2:22])[OH:20], predict the reaction product. The product is: [OH:20][CH2:19][CH2:21][NH:22][CH2:2][C:3]([O:5][C:6]([CH3:18])([CH2:8][CH2:9][C:10]([O:13][C:14](=[O:17])[CH2:15][NH:22][CH2:21][CH2:19][OH:20])([CH3:12])[CH3:11])[CH3:7])=[O:4]. (4) Given the reactants C(N)C1C=CC=CC=1.[NH:9]1[CH2:14][CH2:13][CH:12]([CH2:15][O:16][C:17]2[CH:26]=[CH:25][CH:24]=[C:23]3[C:18]=2[C:19]([NH2:28])=[N:20][C:21]([NH2:27])=[N:22]3)[CH2:11][CH2:10]1.[CH3:29][C:30]1[CH:37]=[CH:36][CH:35]=[CH:34][C:31]=1[CH2:32]Br, predict the reaction product. The product is: [CH3:29][C:30]1[CH:37]=[CH:36][CH:35]=[CH:34][C:31]=1[CH2:32][N:9]1[CH2:14][CH2:13][CH:12]([CH2:15][O:16][C:17]2[CH:26]=[CH:25][CH:24]=[C:23]3[C:18]=2[C:19]([NH2:28])=[N:20][C:21]([NH2:27])=[N:22]3)[CH2:11][CH2:10]1.